From a dataset of Forward reaction prediction with 1.9M reactions from USPTO patents (1976-2016). Predict the product of the given reaction. (1) Given the reactants [C:1]([C:4]1[CH:5]=[CH:6][C:7]2[NH:8][C:9]3[C:14]([C:15]=2[CH:16]=1)=[CH:13][CH:12]=[CH:11][CH:10]=3)(=[O:3])[CH3:2].C(P(CCCC)CCCC)CCC.CN(C)C(N=NC(N(C)C)=O)=O.[F:42][CH:43]([CH3:46])[CH2:44]O, predict the reaction product. The product is: [F:42][CH:43]([CH3:46])[CH2:44][N:8]1[C:7]2[CH:6]=[CH:5][C:4]([C:1](=[O:3])[CH3:2])=[CH:16][C:15]=2[C:14]2[C:9]1=[CH:10][CH:11]=[CH:12][CH:13]=2. (2) The product is: [Cl:1][C:2]1[C:7]([N+:8]([O-:10])=[O:9])=[C:6]([NH2:20])[CH:5]=[C:4]([C:12]2[C:17]([Cl:18])=[CH:16][CH:15]=[CH:14][C:13]=2[Cl:19])[N:3]=1. Given the reactants [Cl:1][C:2]1[C:7]([N+:8]([O-:10])=[O:9])=[C:6](Cl)[CH:5]=[C:4]([C:12]2[C:17]([Cl:18])=[CH:16][CH:15]=[CH:14][C:13]=2[Cl:19])[N:3]=1.[NH3:20], predict the reaction product. (3) The product is: [CH3:28][O:27][C:25](=[O:26])[CH:24]([O:22][C:19]1[CH:20]=[CH:21][C:16]([N:8]2[C:9]3[CH:14]=[CH:13][N:12]=[CH:11][C:10]=3[N:15]=[C:7]2[C:3]2[C:2]([NH2:1])=[N:6][O:5][N:4]=2)=[CH:17][CH:18]=1)[CH3:29]. Given the reactants [NH2:1][C:2]1[C:3]([C:7]2[N:8]([C:16]3[CH:21]=[CH:20][C:19]([OH:22])=[CH:18][CH:17]=3)[C:9]3[CH:14]=[CH:13][N:12]=[CH:11][C:10]=3[N:15]=2)=[N:4][O:5][N:6]=1.Br[CH:24]([CH3:29])[C:25]([O:27][CH3:28])=[O:26], predict the reaction product. (4) Given the reactants Cl[C:2]1[N:7]=[C:6]([C:8]2[S:9][C:10]3[CH:16]=[C:15]([O:17][CH2:18][CH2:19][F:20])[CH:14]=[CH:13][C:11]=3[CH:12]=2)[CH:5]=[CH:4][N:3]=1.CO.[CH3:23][NH:24][CH3:25], predict the reaction product. The product is: [CH3:23][N:24]([C:2]1[N:7]=[C:6]([C:8]2[S:9][C:10]3[CH:16]=[C:15]([O:17][CH2:18][CH2:19][F:20])[CH:14]=[CH:13][C:11]=3[CH:12]=2)[CH:5]=[CH:4][N:3]=1)[CH3:25].